This data is from Forward reaction prediction with 1.9M reactions from USPTO patents (1976-2016). The task is: Predict the product of the given reaction. (1) Given the reactants [NH2:1][C@H:2]1[CH2:6][CH2:5][N:4]([C:7]2[CH:8]=[C:9]3[C:14](=[CH:15][CH:16]=2)[CH2:13][N:12]([C:17]([O:19][C:20]([CH3:23])([CH3:22])[CH3:21])=[O:18])[CH2:11][CH2:10]3)[C:3]1=[O:24].[Cl:25][C:26]1[CH:38]=[CH:37][C:29]2[CH:30]=[C:31]([S:33](Cl)(=[O:35])=[O:34])[S:32][C:28]=2[CH:27]=1, predict the reaction product. The product is: [Cl:25][C:26]1[CH:38]=[CH:37][C:29]2[CH:30]=[C:31]([S:33]([NH:1][C@H:2]3[CH2:6][CH2:5][N:4]([C:7]4[CH:8]=[C:9]5[C:14](=[CH:15][CH:16]=4)[CH2:13][N:12]([C:17]([O:19][C:20]([CH3:21])([CH3:23])[CH3:22])=[O:18])[CH2:11][CH2:10]5)[C:3]3=[O:24])(=[O:34])=[O:35])[S:32][C:28]=2[CH:27]=1. (2) The product is: [C:1]([C:9]1[CH:10]=[N:11][C:12]2[C:17]([C:18]=1[C:19]1[CH:20]=[C:21]([CH:24]=[CH:25][CH:26]=1)[CH2:22][NH:31][C:32]1[CH:33]=[CH:34][C:35]([CH2:38][CH2:39][CH2:40][C:41]([OH:43])=[O:42])=[CH:36][CH:37]=1)=[CH:16][CH:15]=[CH:14][C:13]=2[C:27]([F:30])([F:29])[F:28])(=[O:8])[C:2]1[CH:3]=[CH:4][CH:5]=[CH:6][CH:7]=1. Given the reactants [C:1]([C:9]1[CH:10]=[N:11][C:12]2[C:17]([C:18]=1[C:19]1[CH:20]=[C:21]([CH:24]=[CH:25][CH:26]=1)[CH:22]=O)=[CH:16][CH:15]=[CH:14][C:13]=2[C:27]([F:30])([F:29])[F:28])(=[O:8])[C:2]1[CH:7]=[CH:6][CH:5]=[CH:4][CH:3]=1.[NH2:31][C:32]1[CH:37]=[CH:36][C:35]([CH2:38][CH2:39][CH2:40][C:41]([OH:43])=[O:42])=[CH:34][CH:33]=1, predict the reaction product. (3) Given the reactants [Cl:1][C:2]1[CH:7]=[C:6]([C:8](=[O:23])[NH:9][CH2:10][CH2:11][O:12][CH2:13][CH2:14][O:15][CH2:16][CH2:17][O:18][CH2:19][CH2:20][O:21][CH3:22])[CH:5]=[CH:4][C:3]=1[C:24]1[CH:29]=[CH:28][C:27]([CH2:30][C@H:31]([NH:46][C:47]([C@H:49]2[CH2:54][CH2:53][C@H:52]([CH2:55][NH:56]C(=O)OC(C)(C)C)[CH2:51][CH2:50]2)=[O:48])[C:32](=[O:45])[NH:33][C:34]2[CH:39]=[CH:38][C:37]([C:40]3[N:41]=[N:42][NH:43][N:44]=3)=[CH:36][CH:35]=2)=[CH:26][CH:25]=1.Cl, predict the reaction product. The product is: [ClH:1].[NH2:56][CH2:55][C@H:52]1[CH2:53][CH2:54][C@H:49]([C:47]([NH:46][C@H:31]([C:32](=[O:45])[NH:33][C:34]2[CH:39]=[CH:38][C:37]([C:40]3[N:41]=[N:42][NH:43][N:44]=3)=[CH:36][CH:35]=2)[CH2:30][C:27]2[CH:28]=[CH:29][C:24]([C:3]3[CH:4]=[CH:5][C:6]([C:8]([NH:9][CH2:10][CH2:11][O:12][CH2:13][CH2:14][O:15][CH2:16][CH2:17][O:18][CH2:19][CH2:20][O:21][CH3:22])=[O:23])=[CH:7][C:2]=3[Cl:1])=[CH:25][CH:26]=2)=[O:48])[CH2:50][CH2:51]1. (4) The product is: [Br:1][C:2]1[S:6][C:5]([C:7]2[N:16]=[C:15]([NH:50][CH2:49][CH2:48][CH:41]3[CH:42]4[CH:47]([CH2:46][CH2:45][CH2:44][CH2:43]4)[N:39]([CH3:38])[CH2:40]3)[C:14]3[C:9](=[CH:10][C:11]([Cl:18])=[CH:12][CH:13]=3)[N:8]=2)=[CH:4][CH:3]=1. Given the reactants [Br:1][C:2]1[S:6][C:5]([C:7]2[N:16]=[C:15](Cl)[C:14]3[C:9](=[CH:10][C:11]([Cl:18])=[CH:12][CH:13]=3)[N:8]=2)=[CH:4][CH:3]=1.NC1C=C(Cl)C=CC=1C#N.BrC1SC(C(Cl)=O)=CC=1.[CH3:38][N:39]1[CH:47]2[CH:42]([CH2:43][CH2:44][CH2:45][CH2:46]2)[CH:41]([CH2:48][CH2:49][NH2:50])[CH2:40]1, predict the reaction product. (5) Given the reactants [Br:1][C:2]1[CH:3]=[CH:4][C:5]([O:11][CH2:12][C:13]2[CH:18]=[CH:17][CH:16]=[CH:15][CH:14]=2)=[C:6]([CH:10]=1)[C:7]([OH:9])=O.[CH:19]1N=C[N:21]([C:24]([N:26]2C=NC=C2)=[O:25])[CH:20]=1.O1C=CN=C1N.CC#N, predict the reaction product. The product is: [Br:1][C:2]1[CH:3]=[CH:4][C:5]([O:11][CH2:12][C:13]2[CH:18]=[CH:17][CH:16]=[CH:15][CH:14]=2)=[C:6]([CH:10]=1)[C:7]([NH:26][C:24]1[O:25][CH:19]=[CH:20][N:21]=1)=[O:9]. (6) Given the reactants C([O:4][C@@H:5]1[C@@H:10]([O:11]C(=O)C)[C@H:9]([O:15]C(=O)C)[C@@H:8]([CH2:19][O:20]C(=O)C)[O:7][C@H:6]1[O:24][C:25]1[N:26]=[N:27][CH:28]=[CH:29][C:30]=1[CH2:31][C:32]1[CH:37]=[CH:36][CH:35]=[CH:34][CH:33]=1)(=O)C.C[O-].[Na+], predict the reaction product. The product is: [CH2:31]([C:30]1[CH:29]=[CH:28][N:27]=[N:26][C:25]=1[O:24][C@@H:6]1[O:7][C@H:8]([CH2:19][OH:20])[C@@H:9]([OH:15])[C@H:10]([OH:11])[C@H:5]1[OH:4])[C:32]1[CH:37]=[CH:36][CH:35]=[CH:34][CH:33]=1. (7) Given the reactants [Cl:1][C:2]([F:37])([F:36])[C:3]1[N:7]2[C:8]3[CH:31]=[CH:30][C:29]([C:32]([F:35])([F:34])[F:33])=[CH:28][C:9]=3[C@@H:10]([C:19]3[CH:24]=[CH:23][CH:22]=[C:21]([O:25][CH3:26])[C:20]=3[CH3:27])[O:11][C@H:12]([CH2:13][C:14]([O:16][CH2:17][CH3:18])=[O:15])[C:6]2=[N:5][N:4]=1.CCCCCC, predict the reaction product. The product is: [Cl:1][C:2]([F:36])([F:37])[C:3]1[N:7]2[C:8]3[CH:31]=[CH:30][C:29]([C:32]([F:35])([F:34])[F:33])=[CH:28][C:9]=3[C@@H:10]([C:19]3[CH:24]=[CH:23][CH:22]=[C:21]([O:25][CH3:26])[C:20]=3[CH3:27])[O:11][C@H:12]([CH2:13][C:14]([O:16][CH2:17][CH3:18])=[O:15])[C:6]2=[N:5][N:4]=1.[Cl:1][C:2]([F:36])([F:37])[C:3]1[N:7]2[C:8]3[CH:31]=[CH:30][C:29]([C:32]([F:35])([F:34])[F:33])=[CH:28][C:9]=3[C@H:10]([C:19]3[CH:24]=[CH:23][CH:22]=[C:21]([O:25][CH3:26])[C:20]=3[CH3:27])[O:11][C@@H:12]([CH2:13][C:14]([O:16][CH2:17][CH3:18])=[O:15])[C:6]2=[N:5][N:4]=1. (8) Given the reactants [CH:1]12[CH2:7][CH:4]([CH2:5][CH2:6]1)[CH2:3][CH:2]2[C:8]([F:17])([F:16])[C:9]([F:15])([F:14])[S:10]([O-:13])(=[O:12])=[O:11].[Na+].CS([O-])(=O)=O.[CH:24]1[C:33]2[C:28](=[CH:29][CH:30]=[CH:31][CH:32]=2)[CH:27]=[CH:26][C:25]=1[S+:34]1[CH2:38][CH2:37][CH2:36][CH2:35]1.[SH3+], predict the reaction product. The product is: [CH:1]12[CH2:7][CH:4]([CH2:5][CH2:6]1)[CH2:3][CH:2]2[C:8]([F:17])([F:16])[C:9]([F:14])([F:15])[S:10]([O-:13])(=[O:11])=[O:12].[CH:24]1[C:33]2[C:28](=[CH:29][CH:30]=[CH:31][CH:32]=2)[CH:27]=[CH:26][C:25]=1[S+:34]1[CH2:38][CH2:37][CH2:36][CH2:35]1. (9) Given the reactants C([O-])([O-])=O.[K+].[K+].[CH2:7]([O:9][C:10](=[O:31])[CH2:11][CH2:12][CH2:13][CH2:14][CH2:15][CH2:16][N:17]([C:24]1[CH:29]=[C:28]([OH:30])[CH:27]=[CH:26][N:25]=1)[C:18]1[CH:23]=[CH:22][CH:21]=[CH:20][N:19]=1)[CH3:8].I[CH2:33][CH2:34][CH3:35].CCOC(C)=O, predict the reaction product. The product is: [CH2:7]([O:9][C:10](=[O:31])[CH2:11][CH2:12][CH2:13][CH2:14][CH2:15][CH2:16][N:17]([C:24]1[CH:29]=[C:28]([O:30][CH2:33][CH2:34][CH3:35])[CH:27]=[CH:26][N:25]=1)[C:18]1[CH:23]=[CH:22][CH:21]=[CH:20][N:19]=1)[CH3:8]. (10) Given the reactants [NH2:1][C:2]1[C:7]([CH3:8])=[C:6]([C:9]2[CH:14]=[CH:13][C:12]([Si](C)(C)C)=[CH:11][CH:10]=2)[N:5]=[C:4]([C:19]([O:21][CH3:22])=[O:20])[C:3]=1[Cl:23].C(=O)([O-])[O-].[K+].[K+].[Br:30]Br, predict the reaction product. The product is: [NH2:1][C:2]1[C:7]([CH3:8])=[C:6]([C:9]2[CH:14]=[CH:13][C:12]([Br:30])=[CH:11][CH:10]=2)[N:5]=[C:4]([C:19]([O:21][CH3:22])=[O:20])[C:3]=1[Cl:23].